Dataset: Full USPTO retrosynthesis dataset with 1.9M reactions from patents (1976-2016). Task: Predict the reactants needed to synthesize the given product. Given the product [Br:1][C:2]1[CH:7]=[CH:6][C:5]([CH:8]([Br:11])[CH3:9])=[CH:4][CH:3]=1, predict the reactants needed to synthesize it. The reactants are: [Br:1][C:2]1[CH:7]=[CH:6][C:5]([CH:8](O)[CH3:9])=[CH:4][CH:3]=1.[Br:11]P(Br)Br.O.